Predict the reactants needed to synthesize the given product. From a dataset of Full USPTO retrosynthesis dataset with 1.9M reactions from patents (1976-2016). (1) The reactants are: [CH3:1][C:2]1([CH3:16])[C:6]([CH3:8])([CH3:7])[O:5][B:4]([C:9]2[CH:14]=[CH:13][C:12]([NH2:15])=[CH:11][CH:10]=2)[O:3]1.[N:17]([C:20]1[CH:25]=[CH:24][CH:23]=[C:22]([C:26]([F:29])([F:28])[F:27])[CH:21]=1)=[C:18]=[O:19]. Given the product [CH3:8][C:6]1([CH3:7])[C:2]([CH3:16])([CH3:1])[O:3][B:4]([C:9]2[CH:14]=[CH:13][C:12]([NH:15][C:18]([NH:17][C:20]3[CH:25]=[CH:24][CH:23]=[C:22]([C:26]([F:27])([F:28])[F:29])[CH:21]=3)=[O:19])=[CH:11][CH:10]=2)[O:5]1, predict the reactants needed to synthesize it. (2) Given the product [C:2]([O:6][C:7](=[O:13])[C@H:8]([CH:10]([CH3:11])[CH3:12])[NH2:9])([CH3:5])([CH3:4])[CH3:3], predict the reactants needed to synthesize it. The reactants are: Cl.[C:2]([O:6][C:7](=[O:13])[C@H:8]([CH:10]([CH3:12])[CH3:11])[NH2:9])([CH3:5])([CH3:4])[CH3:3].C(=O)(O)[O-].[Na+]. (3) Given the product [Cl:1][C:2]1[CH:7]=[C:6]([N:8]2[C:13]([CH3:14])=[CH:12][C:11]([O:15][CH2:24][C:23]3[CH:26]=[CH:27][C:20]([O:19][CH3:18])=[CH:21][CH:22]=3)=[CH:10][C:9]2=[O:16])[C:5]([CH3:17])=[CH:4][N:3]=1, predict the reactants needed to synthesize it. The reactants are: [Cl:1][C:2]1[CH:7]=[C:6]([N:8]2[C:13]([CH3:14])=[CH:12][C:11]([OH:15])=[CH:10][C:9]2=[O:16])[C:5]([CH3:17])=[CH:4][N:3]=1.[CH3:18][O:19][C:20]1[CH:27]=[CH:26][C:23]([CH2:24]Cl)=[CH:22][CH:21]=1.C(=O)([O-])[O-].[K+].[K+].C(OCC)(=O)C.CCCCCCC. (4) Given the product [C:36]([O:35][C:33](=[O:34])[CH2:32][N:22]1[CH2:21][CH2:20][C:19]2[C:24](=[CH:25][CH:26]=[C:17]([C:14]3[N:13]=[C:12]([C:9]4[CH:10]=[C:11]5[C:6](=[CH:7][CH:8]=4)[N:5]([CH:28]([CH3:30])[CH3:29])[N:4]=[C:3]5[Cl:2])[O:16][N:15]=3)[C:18]=2[CH3:27])[CH2:23]1)([CH3:39])([CH3:38])[CH3:37], predict the reactants needed to synthesize it. The reactants are: Cl.[Cl:2][C:3]1[C:11]2[C:6](=[CH:7][CH:8]=[C:9]([C:12]3[O:16][N:15]=[C:14]([C:17]4[C:18]([CH3:27])=[C:19]5[C:24](=[CH:25][CH:26]=4)[CH2:23][NH:22][CH2:21][CH2:20]5)[N:13]=3)[CH:10]=2)[N:5]([CH:28]([CH3:30])[CH3:29])[N:4]=1.Br[CH2:32][C:33]([O:35][C:36]([CH3:39])([CH3:38])[CH3:37])=[O:34]. (5) Given the product [C:22]1([C:2]2[CH:3]=[C:4]([OH:21])[C:5]([C:12]([NH:14][CH2:15][C:16]([OH:18])=[O:17])=[O:13])=[C:6]3[C:11]=2[N:10]=[CH:9][CH:8]=[N:7]3)[CH2:27][CH2:26][CH2:25][CH2:24][CH:23]=1, predict the reactants needed to synthesize it. The reactants are: Br[C:2]1[CH:3]=[C:4]([OH:21])[C:5]([C:12]([NH:14][CH2:15][C:16]([O:18]CC)=[O:17])=[O:13])=[C:6]2[C:11]=1[N:10]=[CH:9][CH:8]=[N:7]2.[C:22]1(B2OC(C)(C)C(C)(C)O2)[CH2:27][CH2:26][CH2:25][CH2:24][CH:23]=1.C(=O)([O-])[O-].[K+].[K+].[OH-].[Na+]. (6) Given the product [CH2:1]([N:5]1[C:13]2[N:12]=[C:11]([Cl:14])[NH:10][C:9]=2[C:8](=[O:15])[N:7]([CH2:16][CH2:17][CH2:18][CH2:19][C:20]2[O:22][N:27]=[C:26]([C:28]3[CH:33]=[CH:32][C:31]([OH:34])=[CH:30][CH:29]=3)[N:25]=2)[C:6]1=[O:23])[CH2:2][CH2:3][CH3:4], predict the reactants needed to synthesize it. The reactants are: [CH2:1]([N:5]1[C:13]2[N:12]=[C:11]([Cl:14])[NH:10][C:9]=2[C:8](=[O:15])[N:7]([CH2:16][CH2:17][CH2:18][CH2:19][C:20]([OH:22])=O)[C:6]1=[O:23])[CH2:2][CH2:3][CH3:4].O[NH:25][C:26]([C:28]1[CH:33]=[CH:32][C:31]([OH:34])=[CH:30][CH:29]=1)=[NH:27].